From a dataset of Peptide-MHC class I binding affinity with 185,985 pairs from IEDB/IMGT. Regression. Given a peptide amino acid sequence and an MHC pseudo amino acid sequence, predict their binding affinity value. This is MHC class I binding data. (1) The peptide sequence is YMHGSIHEV. The MHC is HLA-A33:01 with pseudo-sequence HLA-A33:01. The binding affinity (normalized) is 0.241. (2) The peptide sequence is KIMDYGKYK. The MHC is HLA-B27:05 with pseudo-sequence HLA-B27:05. The binding affinity (normalized) is 0.0847.